Predict the reactants needed to synthesize the given product. From a dataset of Full USPTO retrosynthesis dataset with 1.9M reactions from patents (1976-2016). (1) The reactants are: COC1C=CC(C[N:8](CC2C=CC(OC)=CC=2)[C:9]2[N:13](CC3C=CC(OC)=CC=3)[N:12]=[C:11]([NH:23][C:24]3[CH:25]=[C:26]([C:30]4([C:33]#[N:34])[CH2:32][CH2:31]4)[CH:27]=[CH:28][CH:29]=3)[N:10]=2)=CC=1.C(O)(C(F)(F)F)=O. Given the product [NH2:8][C:9]1[NH:13][N:12]=[C:11]([NH:23][C:24]2[CH:25]=[C:26]([C:30]3([C:33]#[N:34])[CH2:31][CH2:32]3)[CH:27]=[CH:28][CH:29]=2)[N:10]=1, predict the reactants needed to synthesize it. (2) Given the product [C:6]([O:10][C:11](=[O:35])[CH2:12][CH2:13][N:14]([C:28]([O:30][C:31]([CH3:34])([CH3:33])[CH3:32])=[O:29])[CH2:15][C:16]([N:18]1[C:26]2[C:21](=[CH:22][C:23]([O:27][CH2:37][C:38]3[CH:43]=[CH:42][C:41]([CH:44]4[CH2:45][CH2:46]4)=[C:40]([C:47]([F:48])([F:49])[F:50])[CH:39]=3)=[CH:24][CH:25]=2)[CH2:20][CH2:19]1)=[O:17])([CH3:9])([CH3:8])[CH3:7], predict the reactants needed to synthesize it. The reactants are: CN(C=O)C.[C:6]([O:10][C:11](=[O:35])[CH2:12][CH2:13][N:14]([C:28]([O:30][C:31]([CH3:34])([CH3:33])[CH3:32])=[O:29])[CH2:15][C:16]([N:18]1[C:26]2[C:21](=[CH:22][C:23]([OH:27])=[CH:24][CH:25]=2)[CH2:20][CH2:19]1)=[O:17])([CH3:9])([CH3:8])[CH3:7].Cl[CH2:37][C:38]1[CH:43]=[CH:42][C:41]([CH:44]2[CH2:46][CH2:45]2)=[C:40]([C:47]([F:50])([F:49])[F:48])[CH:39]=1.C(=O)([O-])[O-].[K+].[K+]. (3) Given the product [CH3:39][C:8]1[CH:9]=[C:10]([S:13]([N:16]2[CH2:25][C:24]([CH3:27])([CH3:26])[C:23]3[C:18](=[CH:19][C:20]([C:28]4[CH:29]=[CH:30][C:31]([C:34]([F:36])([F:37])[F:35])=[CH:32][CH:33]=4)=[CH:21][CH:22]=3)[CH:17]2[CH3:38])(=[O:14])=[O:15])[CH:11]=[CH:12][C:7]=1[O:6][CH2:5][C:4]([OH:40])=[O:3], predict the reactants needed to synthesize it. The reactants are: C([O:3][C:4](=[O:40])[CH2:5][O:6][C:7]1[CH:12]=[CH:11][C:10]([S:13]([N:16]2[CH2:25][C:24]([CH3:27])([CH3:26])[C:23]3[C:18](=[CH:19][C:20]([C:28]4[CH:33]=[CH:32][C:31]([C:34]([F:37])([F:36])[F:35])=[CH:30][CH:29]=4)=[CH:21][CH:22]=3)[CH:17]2[CH3:38])(=[O:15])=[O:14])=[CH:9][C:8]=1[CH3:39])C.[OH-].[Na+].